Dataset: Full USPTO retrosynthesis dataset with 1.9M reactions from patents (1976-2016). Task: Predict the reactants needed to synthesize the given product. Given the product [CH3:21][S:22][C:2]1[CH:3]=[C:4]([CH:8]([CH:15]2[CH2:20][CH2:19][O:18][CH2:17][CH2:16]2)[N:9]2[CH:13]=[C:12]([NH2:14])[CH:11]=[N:10]2)[CH:5]=[CH:6][CH:7]=1, predict the reactants needed to synthesize it. The reactants are: Cl[C:2]1[CH:3]=[C:4]([CH:8]([CH:15]2[CH2:20][CH2:19][O:18][CH2:17][CH2:16]2)[N:9]2[CH:13]=[C:12]([NH2:14])[CH:11]=[N:10]2)[CH:5]=[CH:6][CH:7]=1.[CH3:21][S:22]C1C=C([Mg]Br)C=CC=1.